From a dataset of Experimentally validated miRNA-target interactions with 360,000+ pairs, plus equal number of negative samples. Binary Classification. Given a miRNA mature sequence and a target amino acid sequence, predict their likelihood of interaction. The miRNA is hsa-miR-4437 with sequence UGGGCUCAGGGUACAAAGGUU. The protein sequence of the target gene is MAVYCYALNSLVIMNSANEMKSGGGPGPSGSETPPPPRRAVLSPGSVFSPGRGASFLFPPAESLSPEEPRSPGGWRSGRRRLNSSSGSGSGSSGSSVSSPSWAGRLRGDRQQVVAAGTLSPPGPEEAKRKLRILQRELQNVQVNQKVGMFEAHIQAQSSAIQAPRSPRLGRARSPSPCPFRSSSQPPGRVLVQGARSEERRTKSWGEQCPETSGTDSGRKGGPSLCSSQVKKGMPPLPGRAAPTGSEAQGPSAFVRMEKGIPASPRCGSPTAMEIDKRGSPTPGTRSCLAPSLGLFGASL.... Result: 1 (interaction).